Dataset: Peptide-MHC class II binding affinity with 134,281 pairs from IEDB. Task: Regression. Given a peptide amino acid sequence and an MHC pseudo amino acid sequence, predict their binding affinity value. This is MHC class II binding data. (1) The peptide sequence is EEDLNKLRDLNKEVD. The MHC is DRB1_0701 with pseudo-sequence DRB1_0701. The binding affinity (normalized) is 0.0351. (2) The MHC is DRB1_0404 with pseudo-sequence DRB1_0404. The binding affinity (normalized) is 0.898. The peptide sequence is GMVIFFMSPKGISRM. (3) The peptide sequence is SQDLELLWNLNGLQAY. The MHC is HLA-DQA10301-DQB10302 with pseudo-sequence HLA-DQA10301-DQB10302. The binding affinity (normalized) is 0.361. (4) The peptide sequence is QAYAATVAAAPQVKY. The MHC is DRB1_0901 with pseudo-sequence DRB1_0901. The binding affinity (normalized) is 0.742. (5) The peptide sequence is RNVRFSDEGGFTCFF. The MHC is DRB1_0901 with pseudo-sequence DRB1_0901. The binding affinity (normalized) is 0.206.